This data is from NCI-60 drug combinations with 297,098 pairs across 59 cell lines. The task is: Regression. Given two drug SMILES strings and cell line genomic features, predict the synergy score measuring deviation from expected non-interaction effect. Drug 1: CC1OCC2C(O1)C(C(C(O2)OC3C4COC(=O)C4C(C5=CC6=C(C=C35)OCO6)C7=CC(=C(C(=C7)OC)O)OC)O)O. Drug 2: C1=CN(C=N1)CC(O)(P(=O)(O)O)P(=O)(O)O. Cell line: MOLT-4. Synergy scores: CSS=-1.95, Synergy_ZIP=-35.1, Synergy_Bliss=-74.0, Synergy_Loewe=-96.2, Synergy_HSA=-73.7.